This data is from Reaction yield outcomes from USPTO patents with 853,638 reactions. The task is: Predict the reaction yield, written as a fraction of the theoretical maximum amount of product (1.0 means a 100% yield; for example, 0.34 means a 34% yield). (1) The yield is 0.690. The reactants are [F:1][C:2]1[CH:18]=[CH:17][CH:16]=[C:15]([F:19])[C:3]=1[C:4]([NH:6][C:7]1[C:8]([C:12]([OH:14])=O)=[N:9][NH:10][CH:11]=1)=[O:5].[NH2:20][CH:21]1[CH2:26][CH2:25][N:24]([CH3:27])[CH2:23][CH2:22]1.CCN=C=NCCCN(C)C.C1C=CC2N(O)N=NC=2C=1. The catalyst is CN(C=O)C.CCOC(C)=O. The product is [CH3:27][N:24]1[CH2:25][CH2:26][CH:21]([NH:20][C:12]([C:8]2[C:7]([NH:6][C:4](=[O:5])[C:3]3[C:15]([F:19])=[CH:16][CH:17]=[CH:18][C:2]=3[F:1])=[CH:11][NH:10][N:9]=2)=[O:14])[CH2:22][CH2:23]1. (2) The reactants are [Br:1][C:2]1[C:3]([NH:22][S:23]([C:26]2[CH:31]=[CH:30][CH:29]=[CH:28][CH:27]=2)(=[O:25])=[O:24])=[CH:4][C:5]2[O:9][C:8]([C:10]3[CH:15]=[CH:14][C:13]([F:16])=[CH:12][CH:11]=3)=[C:7]([C:17]([O:19][CH3:20])=[O:18])[C:6]=2[CH:21]=1.[C:32]([O-])([O-])=O.[K+].[K+].CI. The catalyst is CN(C=O)C. The product is [Br:1][C:2]1[C:3]([N:22]([CH3:32])[S:23]([C:26]2[CH:27]=[CH:28][CH:29]=[CH:30][CH:31]=2)(=[O:24])=[O:25])=[CH:4][C:5]2[O:9][C:8]([C:10]3[CH:15]=[CH:14][C:13]([F:16])=[CH:12][CH:11]=3)=[C:7]([C:17]([O:19][CH3:20])=[O:18])[C:6]=2[CH:21]=1. The yield is 0.810.